From a dataset of Catalyst prediction with 721,799 reactions and 888 catalyst types from USPTO. Predict which catalyst facilitates the given reaction. (1) Product: [Br:8][C:5]1[CH:4]=[N:3][C:2]([N:1]2[CH:11]=[CH:15][CH:14]=[CH:13]2)=[N:7][CH:6]=1. The catalyst class is: 15. Reactant: [NH2:1][C:2]1[N:7]=[CH:6][C:5]([Br:8])=[CH:4][N:3]=1.CO[CH:11]1[CH2:15][CH2:14][CH:13](OC)O1. (2) Reactant: [I-:1].[Na+].[CH3:3][N:4]1[C:12]2[C:7](=[CH:8][C:9]([O:17][CH3:18])=[C:10]([O:13][CH2:14][CH2:15]Cl)[CH:11]=2)[C:6]([C:19]2[N:27]([S:28]([C:31]3[CH:36]=[CH:35][C:34]([CH3:37])=[CH:33][CH:32]=3)(=[O:30])=[O:29])[C:22]3=[N:23][CH:24]=[CH:25][CH:26]=[C:21]3[CH:20]=2)=[CH:5]1. Product: [CH3:3][N:4]1[C:12]2[C:7](=[CH:8][C:9]([O:17][CH3:18])=[C:10]([O:13][CH2:14][CH2:15][I:1])[CH:11]=2)[C:6]([C:19]2[N:27]([S:28]([C:31]3[CH:36]=[CH:35][C:34]([CH3:37])=[CH:33][CH:32]=3)(=[O:30])=[O:29])[C:22]3=[N:23][CH:24]=[CH:25][CH:26]=[C:21]3[CH:20]=2)=[CH:5]1. The catalyst class is: 131. (3) The catalyst class is: 1. Reactant: [CH3:1][O:2][CH2:3][O:4][C:5]1[CH:10]=[CH:9][C:8](Br)=[C:7]([O:12][CH2:13][O:14][CH3:15])[CH:6]=1.CN(C)CCN(C)C.[Li]CCCC.C[O:30][C:31]1[CH2:35][CH2:34][C:33](=O)[CH:32]=1.Cl. Product: [CH3:15][O:14][CH2:13][O:12][C:7]1[CH:6]=[C:5]([O:4][CH2:3][O:2][CH3:1])[CH:10]=[CH:9][C:8]=1[C:33]1[CH2:34][CH2:35][C:31](=[O:30])[CH:32]=1. (4) Reactant: [F:1][C:2]1[CH:7]=[CH:6][C:5]([C:8](=[O:26])[CH2:9][CH2:10][CH2:11][C:12]([N:14]2[C@@H:18]([C:19]3[CH:24]=[CH:23][CH:22]=[CH:21][CH:20]=3)[CH2:17][O:16][C:15]2=[O:25])=[O:13])=[CH:4][CH:3]=1.[CH2:27](O)[CH2:28][OH:29].Cl[Si](C)(C)C. Product: [F:1][C:2]1[CH:7]=[CH:6][C:5]([C:8]2([CH2:9][CH2:10][CH2:11][C:12]([N:14]3[C@@H:18]([C:19]4[CH:20]=[CH:21][CH:22]=[CH:23][CH:24]=4)[CH2:17][O:16][C:15]3=[O:25])=[O:13])[O:29][CH2:28][CH2:27][O:26]2)=[CH:4][CH:3]=1. The catalyst class is: 11. (5) Reactant: [OH:1][C@H:2]1[CH2:7][CH2:6][C@H:5]([N:8]2[C:16](=[O:17])[C:15]3[C:10](=[CH:11][CH:12]=[CH:13][CH:14]=3)[C:9]2=[O:18])[CH2:4][CH2:3]1.[H-].[Na+].I[CH3:22].O. Product: [CH3:22][O:1][C@H:2]1[CH2:3][CH2:4][C@H:5]([N:8]2[C:9](=[O:18])[C:10]3[C:15](=[CH:14][CH:13]=[CH:12][CH:11]=3)[C:16]2=[O:17])[CH2:6][CH2:7]1. The catalyst class is: 39. (6) Reactant: [F:1][C:2]1[CH:15]=[C:14]([N+:16]([O-:18])=[O:17])[CH:13]=[CH:12][C:3]=1[O:4][C:5]1[N:10]=[CH:9][N:8]=[C:7]([NH2:11])[CH:6]=1.C(N(CC)CC)C.Cl[C:27]([O:29][C:30]1[CH:35]=[CH:34][CH:33]=[CH:32][CH:31]=1)=[O:28].CCCCCC. Product: [C:30]1([O:29][C:27](=[O:28])[NH:11][C:7]2[CH:6]=[C:5]([O:4][C:3]3[CH:12]=[CH:13][C:14]([N+:16]([O-:18])=[O:17])=[CH:15][C:2]=3[F:1])[N:10]=[CH:9][N:8]=2)[CH:35]=[CH:34][CH:33]=[CH:32][CH:31]=1. The catalyst class is: 305.